From a dataset of Catalyst prediction with 721,799 reactions and 888 catalyst types from USPTO. Predict which catalyst facilitates the given reaction. (1) Reactant: [C:1]([O:5][C:6](=[O:18])[CH2:7][O:8][CH2:9][C:10]1[CH:15]=[CH:14][CH:13]=[C:12]([CH3:16])[C:11]=1I)([CH3:4])([CH3:3])[CH3:2].C(N(CC)CC)C.[CH3:26][C:27]1([CH3:34])[C:31]([CH3:33])([CH3:32])[O:30][BH:29][O:28]1. Product: [C:1]([O:5][C:6](=[O:18])[CH2:7][O:8][CH2:9][C:10]1[CH:15]=[CH:14][CH:13]=[C:12]([CH3:16])[C:11]=1[B:29]1[O:30][C:31]([CH3:33])([CH3:32])[C:27]([CH3:34])([CH3:26])[O:28]1)([CH3:4])([CH3:3])[CH3:2]. The catalyst class is: 184. (2) Reactant: [OH-].[Na+].[CH3:3][N:4]1[C:9](=[O:10])[C:8]2[C:11]([S:25]([CH2:28][CH2:29][CH2:30][C:31]([O:33]C)=[O:32])(=[O:27])=[O:26])=[C:12]([CH2:14][C:15]3[C:24]4[C:19](=[CH:20][CH:21]=[CH:22][CH:23]=4)[CH:18]=[CH:17][CH:16]=3)[S:13][C:7]=2[N:6]([CH2:35][CH:36]([CH3:38])[CH3:37])[C:5]1=[O:39].Cl. Product: [CH3:3][N:4]1[C:9](=[O:10])[C:8]2[C:11]([S:25]([CH2:28][CH2:29][CH2:30][C:31]([OH:33])=[O:32])(=[O:27])=[O:26])=[C:12]([CH2:14][C:15]3[C:24]4[C:19](=[CH:20][CH:21]=[CH:22][CH:23]=4)[CH:18]=[CH:17][CH:16]=3)[S:13][C:7]=2[N:6]([CH2:35][CH:36]([CH3:37])[CH3:38])[C:5]1=[O:39]. The catalyst class is: 364. (3) Reactant: [Cl:1][C:2]1[CH:7]=[CH:6][C:5]([C:8]2[CH:13]=[CH:12][CH:11]=[C:10]([CH2:14][NH:15][CH2:16][C:17]3[CH:22]=[CH:21][C:20]([F:23])=[CH:19][CH:18]=3)[CH:9]=2)=[CH:4][CH:3]=1.C(N(CC)CC)C.[Cl:31][C:32]1[C:33]([OH:46])=[C:34]([S:42](Cl)(=[O:44])=[O:43])[CH:35]=[C:36]([C:38]([F:41])([F:40])[F:39])[CH:37]=1. Product: [Cl:31][C:32]1[C:33]([OH:46])=[C:34]([S:42]([N:15]([CH2:14][C:10]2[CH:9]=[C:8]([C:5]3[CH:6]=[CH:7][C:2]([Cl:1])=[CH:3][CH:4]=3)[CH:13]=[CH:12][CH:11]=2)[CH2:16][C:17]2[CH:18]=[CH:19][C:20]([F:23])=[CH:21][CH:22]=2)(=[O:44])=[O:43])[CH:35]=[C:36]([C:38]([F:40])([F:41])[F:39])[CH:37]=1. The catalyst class is: 2. (4) Reactant: [NH:1]([C:7]([O:9][CH2:10][CH:11]1[C:23]2[C:18](=[CH:19][CH:20]=[CH:21][CH:22]=2)[C:17]2[C:12]1=[CH:13][CH:14]=[CH:15][CH:16]=2)=[O:8])[C@H:2]([C:4](O)=[O:5])[CH3:3].CN1CCOCC1.ClC(OCC(C)C)=O.[F:39][C:40]1[CH:45]=[C:44]([NH:46][C:47]2[CH:52]=[CH:51][C:50]([F:53])=[CH:49][CH:48]=2)[C:43]([NH2:54])=[CH:42][CH:41]=1.[NH4+].[Cl-]. Product: [F:39][C:40]1[CH:41]=[CH:42][C:43]([NH:54][C:4](=[O:5])[C@@H:2]([NH:1][C:7](=[O:8])[O:9][CH2:10][CH:11]2[C:12]3[CH:13]=[CH:14][CH:15]=[CH:16][C:17]=3[C:18]3[C:23]2=[CH:22][CH:21]=[CH:20][CH:19]=3)[CH3:3])=[C:44]([NH:46][C:47]2[CH:48]=[CH:49][C:50]([F:53])=[CH:51][CH:52]=2)[CH:45]=1. The catalyst class is: 2. (5) Reactant: [NH2:1][C:2]1[CH:7]=[C:6]([C:8]2[CH:13]=[CH:12][C:11]([CH3:14])=[C:10]([CH3:15])[CH:9]=2)[N:5]=[C:4]([C:16]([O:18]C)=[O:17])[C:3]=1[Cl:20]. Product: [NH2:1][C:2]1[CH:7]=[C:6]([C:8]2[CH:13]=[CH:12][C:11]([CH3:14])=[C:10]([CH3:15])[CH:9]=2)[N:5]=[C:4]([C:16]([OH:18])=[O:17])[C:3]=1[Cl:20]. The catalyst class is: 273. (6) Reactant: [CH3:1][C:2]1[C@@H:19]([O:20][C:21]([C@H:23]([OH:40])[C@@H:24]([NH:31][C:32]([C:34]2[CH:35]=[CH:36][CH:37]=[CH:38][CH:39]=2)=[O:33])[C:25]2[CH:26]=[CH:27][CH:28]=[CH:29][CH:30]=2)=[O:22])[CH2:18][C@:14]2([OH:41])[C:15]([CH3:17])([CH3:16])[C:3]=1[C@@H:4]([O:59][C:60]([CH3:62])=[O:61])[C:5]([C@@:7]1([CH3:58])[C@H:12]([C@@H:13]2[O:42][C:43]([C:45]2[CH:46]=[CH:47][CH:48]=[CH:49][CH:50]=2)=[O:44])[C@:11]2([O:53][C:54]([CH3:56])=[O:55])[CH2:51][O:52][C@@H:10]2[CH2:9][C@@H:8]1[OH:57])=[O:6].Cl.[C:64](Cl)(=[O:71])[C:65]1[CH:70]=[CH:69][CH:68]=[N:67][CH:66]=1. Product: [C:60]([O:59][C@@H:4]1[C:3]2[C:15]([CH3:16])([CH3:17])[C@@:14]([OH:41])([CH2:18][C@H:19]([O:20][C:21](=[O:22])[C@H:23]([O:40][C:64](=[O:71])[C:65]3[CH:70]=[CH:69][CH:68]=[N:67][CH:66]=3)[C@@H:24]([NH:31][C:32](=[O:33])[C:34]3[CH:39]=[CH:38][CH:37]=[CH:36][CH:35]=3)[C:25]3[CH:26]=[CH:27][CH:28]=[CH:29][CH:30]=3)[C:2]=2[CH3:1])[C@@H:13]([O:42][C:43](=[O:44])[C:45]2[CH:50]=[CH:49][CH:48]=[CH:47][CH:46]=2)[C@@H:12]2[C@:11]3([O:53][C:54](=[O:55])[CH3:56])[CH2:51][O:52][C@@H:10]3[CH2:9][C@H:8]([OH:57])[C@@:7]2([CH3:58])[C:5]1=[O:6])(=[O:61])[CH3:62]. The catalyst class is: 529. (7) Reactant: Br[C:2]1[C:10]2[C:9]([NH2:11])=[CH:8][C:7]([CH3:12])=[N:6][C:5]=2[S:4][C:3]=1[CH3:13].C(OCC)(=O)C.[CH3:20][N:21](C=O)C. Product: [NH2:11][C:9]1[CH:8]=[C:7]([CH3:12])[N:6]=[C:5]2[S:4][C:3]([CH3:13])=[C:2]([C:20]#[N:21])[C:10]=12. The catalyst class is: 267. (8) Reactant: [NH2:1][C:2]1[CH:7]=[C:6]([C:8]([OH:10])=O)[N:5]=[CH:4][CH:3]=1.CN(C(ON1N=NC2C=CC=CC1=2)=[N+](C)C)C.[B-](F)(F)(F)F.[CH3:33][C:34]1([CH3:41])[CH2:39][CH2:38][CH:37]([NH2:40])[CH2:36][CH2:35]1.O. Product: [CH3:33][C:34]1([CH3:41])[CH2:39][CH2:38][CH:37]([NH:40][C:8]([C:6]2[CH:7]=[C:2]([NH2:1])[CH:3]=[CH:4][N:5]=2)=[O:10])[CH2:36][CH2:35]1. The catalyst class is: 3. (9) Reactant: [CH3:1][N:2]1[CH2:7][CH2:6][N:5]([C:8]2[CH:9]=[C:10]([C:14](=[O:16])[CH3:15])[CH:11]=[CH:12][CH:13]=2)[CH2:4][CH2:3]1.[CH:17]([C:19]1[CH:20]=[C:21](/[CH:25]=[CH:26]/[C:27]([O:29]C(C)(C)C)=[O:28])[CH:22]=[CH:23][CH:24]=1)=O.[OH-].[K+]. Product: [CH3:1][N:2]1[CH2:7][CH2:6][N:5]([C:8]2[CH:9]=[C:10]([C:14](=[O:16])/[CH:15]=[CH:17]/[C:19]3[CH:20]=[C:21](/[CH:25]=[CH:26]/[C:27]([OH:29])=[O:28])[CH:22]=[CH:23][CH:24]=3)[CH:11]=[CH:12][CH:13]=2)[CH2:4][CH2:3]1. The catalyst class is: 14.